Task: Predict the reactants needed to synthesize the given product.. Dataset: Full USPTO retrosynthesis dataset with 1.9M reactions from patents (1976-2016) (1) Given the product [F:1][C:2]([F:7])([F:6])[C:3]([OH:5])=[O:4].[F:8][C:9]([F:14])([F:13])[C:10]([OH:12])=[O:11].[Cl:22][C:23]1[CH:24]=[N:25][C:26]2[NH:27][C:28]3[CH:29]=[N:30][CH:31]=[C:32]([CH:54]=3)[CH2:33][CH2:34][C:35]3[CH:43]=[C:39]([NH:40][C:41]=1[N:42]=2)[CH:38]=[CH:37][C:36]=3[O:44][CH2:45][C:46]([N:47]1[CH2:52][CH2:51][N:50]([S:62]([C:57]2[CH:58]=[CH:59][CH:60]=[CH:61][C:56]=2[F:55])(=[O:64])=[O:63])[CH2:49][CH2:48]1)=[O:53], predict the reactants needed to synthesize it. The reactants are: [F:1][C:2]([F:7])([F:6])[C:3]([OH:5])=[O:4].[F:8][C:9]([F:14])([F:13])[C:10]([OH:12])=[O:11].FC(F)(F)C(O)=O.[Cl:22][C:23]1[CH:24]=[N:25][C:26]2[NH:27][C:28]3[CH:29]=[N:30][CH:31]=[C:32]([CH:54]=3)[CH2:33][CH2:34][C:35]3[CH:43]=[C:39]([NH:40][C:41]=1[N:42]=2)[CH:38]=[CH:37][C:36]=3[O:44][CH2:45][C:46](=[O:53])[N:47]1[CH2:52][CH2:51][NH:50][CH2:49][CH2:48]1.[F:55][C:56]1[CH:61]=[CH:60][CH:59]=[CH:58][C:57]=1[S:62](Cl)(=[O:64])=[O:63]. (2) The reactants are: [CH3:1][C:2]1[CH:7]=[CH:6][C:5]([C:8]([F:11])([F:10])[F:9])=[CH:4][CH:3]=1.[Cl:12][S:13](O)(=[O:15])=[O:14]. Given the product [CH3:1][C:2]1[CH:3]=[CH:4][C:5]([C:8]([F:9])([F:10])[F:11])=[CH:6][C:7]=1[S:13]([Cl:12])(=[O:15])=[O:14], predict the reactants needed to synthesize it. (3) Given the product [Cl:1][C:2]1[C:3]([F:22])=[C:4]([NH:5][C:35]([N:25]2[CH2:26][CH2:27][N:28]([CH:29]3[CH2:34][CH2:33][O:32][CH2:31][CH2:30]3)[C:24]2=[O:23])=[O:36])[CH:6]=[CH:7][C:8]=1[O:9][C:10]1[CH:15]=[CH:14][N:13]=[C:12]([C:16]2[CH:17]=[N:18][N:19]([CH3:21])[CH:20]=2)[CH:11]=1, predict the reactants needed to synthesize it. The reactants are: [Cl:1][C:2]1[C:3]([F:22])=[C:4]([CH:6]=[CH:7][C:8]=1[O:9][C:10]1[CH:15]=[CH:14][N:13]=[C:12]([C:16]2[CH:17]=[N:18][N:19]([CH3:21])[CH:20]=2)[CH:11]=1)[NH2:5].[O:23]=[C:24]1[N:28]([CH:29]2[CH2:34][CH2:33][O:32][CH2:31][CH2:30]2)[CH2:27][CH2:26][N:25]1[C:35](Cl)=[O:36].O. (4) Given the product [ClH:50].[ClH:50].[CH2:29]([N:26]1[CH2:27][CH2:28][N:23]([C:21]2[O:22][C:18]3[CH:17]=[CH:16][CH:15]=[C:14]([S:11]([C:1]4[C:10]5[C:5](=[CH:6][CH:7]=[CH:8][CH:9]=5)[CH:4]=[CH:3][CH:2]=4)(=[O:13])=[O:12])[C:19]=3[N:20]=2)[CH2:24][CH2:25]1)[CH3:30], predict the reactants needed to synthesize it. The reactants are: [C:1]1([S:11]([C:14]2[C:19]3[N:20]=[C:21]([N:23]4[CH2:28][CH2:27][NH:26][CH2:25][CH2:24]4)[O:22][C:18]=3[CH:17]=[CH:16][CH:15]=2)(=[O:13])=[O:12])[C:10]2[C:5](=[CH:6][CH:7]=[CH:8][CH:9]=2)[CH:4]=[CH:3][CH:2]=1.[CH:29](=O)[CH3:30].[BH-](OC(C)=O)(OC(C)=O)OC(C)=O.[Na+].C(O)(=O)C.[Cl:50]CCCl. (5) Given the product [C:4]([O-:8])(=[O:3])[CH3:5].[NH4+:7].[OH:13][C:12]1[CH:14]=[C:2]([CH:10]=[CH:11][CH:9]=1)[CH:1]=[O:3], predict the reactants needed to synthesize it. The reactants are: [CH2:1]([O:3][C:4](=[O:8])[CH2:5]C#[N:7])[CH3:2].[CH:9]1([C:12]([CH3:14])=[O:13])[CH2:11][CH2:10]1. (6) Given the product [CH:1]([C:4]1[CH:5]=[CH:6][C:7]([NH:10][CH2:11][C:13]2[CH:14]=[N:15][C:16]([O:19][CH3:20])=[CH:17][CH:18]=2)=[CH:8][CH:9]=1)([CH3:3])[CH3:2], predict the reactants needed to synthesize it. The reactants are: [CH:1]([C:4]1[CH:9]=[CH:8][C:7]([NH:10][C:11]([C:13]2[CH:14]=[N:15][C:16]([O:19][CH3:20])=[CH:17][CH:18]=2)=O)=[CH:6][CH:5]=1)([CH3:3])[CH3:2].Cl.C(=O)([O-])O.[Na+]. (7) Given the product [ClH:21].[ClH:21].[CH3:1][C:2]1[N:7]=[C:6]([S:8][CH2:9][C:10]2[CH:19]=[N:18][C:17]3[C:12](=[CH:13][CH:14]=[CH:15][CH:16]=3)[N:11]=2)[N:5]=[C:4]([OH:20])[CH:3]=1, predict the reactants needed to synthesize it. The reactants are: [CH3:1][C:2]1[N:7]=[C:6]([S:8][CH2:9][C:10]2[CH:19]=[N:18][C:17]3[C:12](=[CH:13][CH:14]=[CH:15][CH:16]=3)[N:11]=2)[N:5]=[C:4]([OH:20])[CH:3]=1.[ClH:21].O1CCOCC1. (8) Given the product [NH2:1][C:2]1[CH:7]=[CH:6][C:5]([Br:8])=[CH:4][C:3]=1[C:9]([C:11]1[CH:16]=[CH:15][C:14]([Cl:17])=[CH:13][CH:12]=1)=[N:24][S:22]([C:19]([CH3:21])([CH3:20])[CH3:18])=[O:23], predict the reactants needed to synthesize it. The reactants are: [NH2:1][C:2]1[CH:7]=[CH:6][C:5]([Br:8])=[CH:4][C:3]=1[C:9]([C:11]1[CH:16]=[CH:15][C:14]([Cl:17])=[CH:13][CH:12]=1)=O.[CH3:18][C:19]([S:22]([NH2:24])=[O:23])([CH3:21])[CH3:20]. (9) Given the product [CH3:17][C:13]1[CH:12]=[C:11]([NH:10][C:9]2[C:4]3[CH:3]=[C:2]([NH:1][C:42](=[O:41])[CH:43]=[CH2:44])[N:19]=[CH:18][C:5]=3[N:6]=[CH:7][N:8]=2)[CH:16]=[CH:15][CH:14]=1, predict the reactants needed to synthesize it. The reactants are: [NH2:1][C:2]1[N:19]=[CH:18][C:5]2[N:6]=[CH:7][N:8]=[C:9]([NH:10][C:11]3[CH:16]=[CH:15][CH:14]=[C:13]([CH3:17])[CH:12]=3)[C:4]=2[CH:3]=1.NC1C=CC=C(C)C=1.ClC1C2C=C(F)N=CC=2N=CN=1.C[O:41][C:42]1C=CC(CN)=[CH:44][CH:43]=1.FC(F)(F)C(O)=O.C(Cl)(=O)C=C.